Task: Predict the product of the given reaction.. Dataset: Forward reaction prediction with 1.9M reactions from USPTO patents (1976-2016) (1) Given the reactants [CH:1]1([NH:4][C:5]([C:7]2[S:26][C:10]3=[N:11][C:12]([O:17][CH2:18][CH2:19][N:20]4[CH2:25][CH2:24][O:23][CH2:22][CH2:21]4)=[C:13]([Cl:16])[C:14]([CH3:15])=[C:9]3[C:8]=2[NH2:27])=[O:6])[CH2:3][CH2:2]1.CO.C1COCC1.Cl, predict the reaction product. The product is: [ClH:16].[CH:1]1([NH:4][C:5]([C:7]2[S:26][C:10]3=[N:11][C:12]([O:17][CH2:18][CH2:19][N:20]4[CH2:21][CH2:22][O:23][CH2:24][CH2:25]4)=[C:13]([Cl:16])[C:14]([CH3:15])=[C:9]3[C:8]=2[NH2:27])=[O:6])[CH2:3][CH2:2]1. (2) Given the reactants Br[C:2]1[CH:3]=[N:4][CH:5]=[C:6]([C:8]2[CH:13]=[CH:12][CH:11]=[CH:10][CH:9]=2)[CH:7]=1.[CH2:14]([N:18]1[CH2:26][C:25]2[C:20](=[CH:21][CH:22]=[C:23](B(O)O)[CH:24]=2)[C:19]1=[O:30])[CH2:15][CH2:16][CH3:17], predict the reaction product. The product is: [CH2:14]([N:18]1[CH2:26][C:25]2[C:20](=[CH:21][CH:22]=[C:23]([C:2]3[CH:3]=[N:4][CH:5]=[C:6]([C:8]4[CH:13]=[CH:12][CH:11]=[CH:10][CH:9]=4)[CH:7]=3)[CH:24]=2)[C:19]1=[O:30])[CH2:15][CH2:16][CH3:17]. (3) Given the reactants [Br:1][C:2]1[CH:3]=[C:4]([F:16])[C:5]([O:11][CH2:12][CH:13]2[CH2:15][O:14]2)=[C:6](C(=O)C)[CH:7]=1.C1C=C(Cl)C=[C:19]([C:24]([O:26]O)=[O:25])C=1, predict the reaction product. The product is: [C:24]([O:26][C:6]1[CH:7]=[C:2]([Br:1])[CH:3]=[C:4]([F:16])[C:5]=1[O:11][CH2:12][CH:13]1[CH2:15][O:14]1)(=[O:25])[CH3:19]. (4) Given the reactants [N:1]([C:4]1[CH:9]=[CH:8][C:7](B(O)O)=[CH:6][CH:5]=1)=[C:2]=[O:3].[CH3:13][NH2:14].Cl[C:16]1[N:21]=[C:20]2[N:22]([CH3:25])[N:23]=[CH:24][C:19]2=[C:18]([NH:26][C:27]2[CH:35]=[CH:34][C:30]([C:31]([NH2:33])=[O:32])=[CH:29][CH:28]=2)[N:17]=1.C1C=CC(P(C2C=CC=CC=2)C2C=CC=CC=2)=CC=1.[O-]P([O-])([O-])=O.[K+].[K+].[K+].[Na+].[Cl-], predict the reaction product. The product is: [CH3:25][N:22]1[C:20]2=[N:21][C:16]([C:7]3[CH:8]=[CH:9][C:4]([NH:1][C:2]([NH:14][CH3:13])=[O:3])=[CH:5][CH:6]=3)=[N:17][C:18]([NH:26][C:27]3[CH:35]=[CH:34][C:30]([C:31]([NH2:33])=[O:32])=[CH:29][CH:28]=3)=[C:19]2[CH:24]=[N:23]1. (5) Given the reactants [F:1][C:2]1[CH:10]=[CH:9][CH:8]=[C:7]([I:11])[C:3]=1[C:4](O)=[O:5].C[N:13](C=O)C.C(Cl)(=O)C(Cl)=O, predict the reaction product. The product is: [F:1][C:2]1[CH:10]=[CH:9][CH:8]=[C:7]([I:11])[C:3]=1[C:4]([NH2:13])=[O:5].